Dataset: TCR-epitope binding with 47,182 pairs between 192 epitopes and 23,139 TCRs. Task: Binary Classification. Given a T-cell receptor sequence (or CDR3 region) and an epitope sequence, predict whether binding occurs between them. The epitope is RAKFKQLL. The TCR CDR3 sequence is CASSPSRSGADTQYF. Result: 1 (the TCR binds to the epitope).